Dataset: Forward reaction prediction with 1.9M reactions from USPTO patents (1976-2016). Task: Predict the product of the given reaction. (1) Given the reactants [CH3:1][O:2][C:3]1[CH:8]=[CH:7][CH:6]=[CH:5][C:4]=1[C:9]1[CH:10]=[CH:11][C:12]([CH2:15]P(=O)(OCC)OCC)=[N:13][CH:14]=1.[N:24]1([C:30]([N:32]2[CH2:37][CH:36]([C:38]3[CH:43]=[CH:42][CH:41]([C:44]([F:47])([F:46])[F:45])[CH2:40][CH:39]=3)[CH2:35][CH:34]([CH:48]=O)[CH2:33]2)=[O:31])[CH2:29][CH2:28][O:27][CH2:26][CH2:25]1, predict the reaction product. The product is: [CH3:1][O:2][C:3]1[CH:8]=[CH:7][CH:6]=[CH:5][C:4]=1[C:9]1[CH:10]=[CH:11][C:12](/[CH:15]=[CH:48]/[CH:34]2[CH2:35][CH:36]([C:38]3[CH:43]=[CH:42][C:41]([C:44]([F:47])([F:46])[F:45])=[CH:40][CH:39]=3)[CH2:37][N:32]([C:30]([N:24]3[CH2:29][CH2:28][O:27][CH2:26][CH2:25]3)=[O:31])[CH2:33]2)=[N:13][CH:14]=1. (2) Given the reactants [CH3:1][C:2]1[CH:6]=[C:5]([CH:7]2[O:12][CH2:11][CH2:10][NH:9][CH2:8]2)[O:4][N:3]=1.Cl[C:14]1[C:15]2[C:22]([C:23]3[CH:24]=[C:25]([CH:28]=[CH:29][CH:30]=3)[C:26]#[N:27])=[CH:21][NH:20][C:16]=2[N:17]=[CH:18][N:19]=1, predict the reaction product. The product is: [CH3:1][C:2]1[CH:6]=[C:5]([CH:7]2[O:12][CH2:11][CH2:10][N:9]([C:14]3[C:15]4[C:22]([C:23]5[CH:24]=[C:25]([CH:28]=[CH:29][CH:30]=5)[C:26]#[N:27])=[CH:21][NH:20][C:16]=4[N:17]=[CH:18][N:19]=3)[CH2:8]2)[O:4][N:3]=1. (3) Given the reactants Br[C:2]1[C:3]([NH2:9])=[N:4][CH:5]=[C:6]([Br:8])[N:7]=1.[C:10]1([C@@H:16]([NH2:18])[CH3:17])[CH:15]=[CH:14][CH:13]=[CH:12][CH:11]=1, predict the reaction product. The product is: [Br:8][C:6]1[N:7]=[C:2]([NH:18][CH:16]([C:10]2[CH:15]=[CH:14][CH:13]=[CH:12][CH:11]=2)[CH3:17])[C:3]([NH2:9])=[N:4][CH:5]=1. (4) Given the reactants [OH:1][C@@H:2]1[CH2:7][CH2:6][NH:5][CH2:4][C@@H:3]1[CH2:8][NH:9][C:10](=[O:19])[O:11][CH2:12][C:13]1[CH:18]=[CH:17][CH:16]=[CH:15][CH:14]=1.CO.[F:22][C:23]1[CH:32]=[C:31]2[C:26]([CH:27]=[CH:28][C:29](=[O:36])[N:30]2[CH2:33][CH:34]=O)=[CH:25][CH:24]=1.C(O[BH-](OC(=O)C)OC(=O)C)(=O)C.[Na+], predict the reaction product. The product is: [F:22][C:23]1[CH:32]=[C:31]2[C:26]([CH:27]=[CH:28][C:29](=[O:36])[N:30]2[CH2:33][CH2:34][N:5]2[CH2:6][CH2:7][C@@H:2]([OH:1])[C@@H:3]([CH2:8][NH:9][C:10](=[O:19])[O:11][CH2:12][C:13]3[CH:18]=[CH:17][CH:16]=[CH:15][CH:14]=3)[CH2:4]2)=[CH:25][CH:24]=1. (5) Given the reactants [Br:1][C:2]1[CH:3]=[N:4][C:5]2[C:10]([CH:11]=1)=[CH:9][C:8](OS(C(F)(F)F)(=O)=O)=[CH:7][CH:6]=2.C(N(C(C)C)CC)(C)C.CC1(C)C2C(=C(P(C3C=CC=CC=3)C3C=CC=CC=3)C=CC=2)OC2C(P(C3C=CC=CC=3)C3C=CC=CC=3)=CC=CC1=2.[CH3:71][C:72]1[CH:73]=[CH:74][C:75]2[N:76]([C:78]([SH:81])=[N:79][N:80]=2)[N:77]=1.C, predict the reaction product. The product is: [Br:1][C:2]1[CH:3]=[N:4][C:5]2[C:10]([CH:11]=1)=[CH:9][C:8]([S:81][C:78]1[N:76]3[N:77]=[C:72]([CH3:71])[CH:73]=[CH:74][C:75]3=[N:80][N:79]=1)=[CH:7][CH:6]=2. (6) Given the reactants CC1C=CC=CC=1C.CC(C)([O-])C.[Na+].[C:15]([C:19]1[CH:24]=[CH:23][C:22]([NH:25][C:26]2[CH:31]=[CH:30][C:29]([C:32]([CH3:35])([CH3:34])[CH3:33])=[CH:28][CH:27]=2)=[CH:21][CH:20]=1)([CH3:18])([CH3:17])[CH3:16].[Br:36][C:37]1[CH:42]=[CH:41][C:40](I)=[CH:39][CH:38]=1, predict the reaction product. The product is: [C:32]([C:29]1[CH:28]=[CH:27][C:26]([N:25]([C:22]2[CH:23]=[CH:24][C:19]([C:15]([CH3:18])([CH3:17])[CH3:16])=[CH:20][CH:21]=2)[C:40]2[CH:41]=[CH:42][C:37]([Br:36])=[CH:38][CH:39]=2)=[CH:31][CH:30]=1)([CH3:35])([CH3:34])[CH3:33]. (7) Given the reactants [N:1]1[C:10]2[C:5](=[CH:6][CH:7]=[CH:8][CH:9]=2)[CH:4]=[C:3]([C:11]([OH:13])=O)[CH:2]=1.Cl.[CH3:15][NH:16][O:17][CH3:18].CCN=C=NCCCN(C)C.C1C=CC2N(O)N=NC=2C=1.CCN(C(C)C)C(C)C, predict the reaction product. The product is: [CH3:18][O:17][N:16]([CH3:15])[C:11]([C:3]1[CH:2]=[N:1][C:10]2[C:5]([CH:4]=1)=[CH:6][CH:7]=[CH:8][CH:9]=2)=[O:13].